From a dataset of NCI-60 drug combinations with 297,098 pairs across 59 cell lines. Regression. Given two drug SMILES strings and cell line genomic features, predict the synergy score measuring deviation from expected non-interaction effect. (1) Drug 1: CC1=C(C(CCC1)(C)C)C=CC(=CC=CC(=CC(=O)O)C)C. Drug 2: C1=CC=C(C(=C1)C(C2=CC=C(C=C2)Cl)C(Cl)Cl)Cl. Cell line: SF-268. Synergy scores: CSS=8.06, Synergy_ZIP=-0.808, Synergy_Bliss=1.12, Synergy_Loewe=-2.18, Synergy_HSA=0.436. (2) Cell line: HS 578T. Synergy scores: CSS=48.4, Synergy_ZIP=-4.24, Synergy_Bliss=-2.16, Synergy_Loewe=-7.68, Synergy_HSA=1.33. Drug 1: CCCCC(=O)OCC(=O)C1(CC(C2=C(C1)C(=C3C(=C2O)C(=O)C4=C(C3=O)C=CC=C4OC)O)OC5CC(C(C(O5)C)O)NC(=O)C(F)(F)F)O. Drug 2: C1CN(CCN1C(=O)CCBr)C(=O)CCBr. (3) Drug 1: C1=NNC2=C1C(=O)NC=N2. Drug 2: C1CC(=O)NC(=O)C1N2C(=O)C3=CC=CC=C3C2=O. Cell line: KM12. Synergy scores: CSS=0.153, Synergy_ZIP=0.867, Synergy_Bliss=1.30, Synergy_Loewe=-3.49, Synergy_HSA=-3.83. (4) Drug 1: C1=NC2=C(N1)C(=S)N=CN2. Drug 2: COC1=NC(=NC2=C1N=CN2C3C(C(C(O3)CO)O)O)N. Cell line: SNB-75. Synergy scores: CSS=-1.52, Synergy_ZIP=-0.0245, Synergy_Bliss=-1.34, Synergy_Loewe=-4.24, Synergy_HSA=-2.00. (5) Drug 2: C1=CN(C=N1)CC(O)(P(=O)(O)O)P(=O)(O)O. Drug 1: CCCCC(=O)OCC(=O)C1(CC(C2=C(C1)C(=C3C(=C2O)C(=O)C4=C(C3=O)C=CC=C4OC)O)OC5CC(C(C(O5)C)O)NC(=O)C(F)(F)F)O. Cell line: RPMI-8226. Synergy scores: CSS=2.52, Synergy_ZIP=-2.88, Synergy_Bliss=-3.91, Synergy_Loewe=-1.68, Synergy_HSA=-3.44. (6) Drug 1: CC12CCC(CC1=CCC3C2CCC4(C3CC=C4C5=CN=CC=C5)C)O. Drug 2: C(=O)(N)NO. Cell line: BT-549. Synergy scores: CSS=13.7, Synergy_ZIP=-0.907, Synergy_Bliss=1.36, Synergy_Loewe=1.84, Synergy_HSA=1.24. (7) Drug 1: CC12CCC(CC1=CCC3C2CCC4(C3CC=C4C5=CN=CC=C5)C)O. Drug 2: C1=NC(=NC(=O)N1C2C(C(C(O2)CO)O)O)N. Cell line: 786-0. Synergy scores: CSS=1.74, Synergy_ZIP=-3.36, Synergy_Bliss=0.641, Synergy_Loewe=-1.70, Synergy_HSA=-0.191. (8) Drug 1: C1=CC(=CC=C1CCCC(=O)O)N(CCCl)CCCl. Drug 2: C1CC(C1)(C(=O)O)C(=O)O.[NH2-].[NH2-].[Pt+2]. Cell line: U251. Synergy scores: CSS=51.1, Synergy_ZIP=-5.45, Synergy_Bliss=-4.30, Synergy_Loewe=-0.682, Synergy_HSA=0.656. (9) Drug 1: CS(=O)(=O)C1=CC(=C(C=C1)C(=O)NC2=CC(=C(C=C2)Cl)C3=CC=CC=N3)Cl. Drug 2: C1CN(P(=O)(OC1)NCCCl)CCCl. Cell line: A498. Synergy scores: CSS=4.45, Synergy_ZIP=0.471, Synergy_Bliss=3.92, Synergy_Loewe=-0.0548, Synergy_HSA=2.97. (10) Drug 1: CN1C2=C(C=C(C=C2)N(CCCl)CCCl)N=C1CCCC(=O)O.Cl. Drug 2: C(CN)CNCCSP(=O)(O)O. Cell line: CAKI-1. Synergy scores: CSS=2.70, Synergy_ZIP=0.178, Synergy_Bliss=5.08, Synergy_Loewe=2.50, Synergy_HSA=3.21.